From a dataset of Experimentally validated miRNA-target interactions with 360,000+ pairs, plus equal number of negative samples. Binary Classification. Given a miRNA mature sequence and a target amino acid sequence, predict their likelihood of interaction. The miRNA is bta-miR-26a with sequence UUCAAGUAAUCCAGGAUAGGCU. The protein sequence of the target gene is MMPSCNRSCSCSRGPSVEDGKWYGVRSYLHLFYEDCAGTALSDDPEGPPVLCPRRPWPSLCWKISLSSGTLLLLLGVAALTTGYAVPPKLEGIGEGEFLVLDQRAADYNQALGTCRLAGTALCVAAGVLLAICLFWAMIGWLSQDTKAEPLDPEADSHVEVFGDEPEQQLSPIFRNASGQSWFSPPASPFGQSSVQTIQPKRDS. Result: 0 (no interaction).